From a dataset of Reaction yield outcomes from USPTO patents with 853,638 reactions. Predict the reaction yield, written as a fraction of the theoretical maximum amount of product (1.0 means a 100% yield; for example, 0.34 means a 34% yield). (1) The reactants are Cl[C:2]1[CH:3]=C(SC2C3C(=CC(C)=CC=3)NC=2CCC(N)=O)C=C(Cl)[CH:7]=1.[Cl:25][C:26]1[CH:31]=[CH:30][C:29]([S:32][C:33]2[C:41]3[C:36](=[CH:37][CH:38]=[CH:39][C:40]=3[CH3:42])[NH:35][C:34]=2[C:43]([OH:45])=[O:44])=[CH:28][CH:27]=1.C(Cl)(=O)C(Cl)=O.CC(O)C. The catalyst is C1COCC1. The product is [Cl:25][C:26]1[CH:27]=[CH:28][C:29]([S:32][C:33]2[C:41]3[C:36](=[CH:37][CH:38]=[CH:39][C:40]=3[CH3:42])[NH:35][C:34]=2[C:43]([O:45][CH:2]([CH3:3])[CH3:7])=[O:44])=[CH:30][CH:31]=1. The yield is 0.530. (2) The reactants are [CH2:1]([O:8][CH2:9][CH2:10][C:11]1[N:12]=[C:13]([C:17]2[CH:22]=[CH:21][C:20](Br)=[CH:19][CH:18]=2)[O:14][C:15]=1[CH3:16])[C:2]1[CH:7]=[CH:6][CH:5]=[CH:4][CH:3]=1.C(P(C(C)(C)C)C1C=CC=CC=1C1C=CC=CC=1)(C)(C)C.[CH3:45][NH:46][C:47]1[CH:52]=[CH:51][CH:50]=[CH:49][CH:48]=1.CC(C)([O-])C.[Na+]. The catalyst is C1(C)C=CC=CC=1.CC([O-])=O.CC([O-])=O.[Pd+2]. The product is [CH2:1]([O:8][CH2:9][CH2:10][C:11]1[N:12]=[C:13]([C:17]2[CH:22]=[CH:21][C:20]([N:46]([CH3:45])[C:47]3[CH:52]=[CH:51][CH:50]=[CH:49][CH:48]=3)=[CH:19][CH:18]=2)[O:14][C:15]=1[CH3:16])[C:2]1[CH:7]=[CH:6][CH:5]=[CH:4][CH:3]=1. The yield is 0.910. (3) The reactants are [CH2:1]1[C:10]2[C:5](=[CH:6][C:7]([NH:11][S:12]([C:15]3[CH:24]=[CH:23][C:22]4[C:17](=[CH:18][CH:19]=[CH:20][CH:21]=4)[CH:16]=3)(=[O:14])=[O:13])=[CH:8][CH:9]=2)[CH2:4][CH2:3][NH:2]1.C(N(C(C)C)C(C)C)C.[CH:34]1([C:37](Cl)=[O:38])[CH2:36][CH2:35]1. The catalyst is ClCCl. The product is [CH:34]1([C:37]([N:2]2[CH2:3][CH2:4][C:5]3[C:10](=[CH:9][CH:8]=[C:7]([NH:11][S:12]([C:15]4[CH:24]=[CH:23][C:22]5[C:17](=[CH:18][CH:19]=[CH:20][CH:21]=5)[CH:16]=4)(=[O:14])=[O:13])[CH:6]=3)[CH2:1]2)=[O:38])[CH2:36][CH2:35]1. The yield is 0.760. (4) The reactants are [C:1]1([C:7]2[S:11][CH:10]=[C:9]([N:12]([S:18](=[O:21])(=[O:20])[NH2:19])[CH2:13][C:14](OC)=[O:15])[CH:8]=2)[CH:6]=[CH:5][CH:4]=[CH:3][CH:2]=1.[H-].[Na+]. The catalyst is C1COCC1. The product is [C:1]1([C:7]2[S:11][CH:10]=[C:9]([N:12]3[S:18](=[O:21])(=[O:20])[NH:19][C:14](=[O:15])[CH2:13]3)[CH:8]=2)[CH:6]=[CH:5][CH:4]=[CH:3][CH:2]=1. The yield is 0.500. (5) The reactants are [NH2:1][C:2]1[CH:27]=[CH:26][C:5]([O:6][C:7]2[N:12]=[CH:11][N:10]=[C:9]([NH:13][C:14]([N:16]3[CH2:21][CH2:20][CH:19]([N:22]4[CH2:25][CH2:24][CH2:23]4)[CH2:18][CH2:17]3)=[O:15])[CH:8]=2)=[C:4]([F:28])[CH:3]=1.CC1(C)C2(CS(O)(=O)=O)C(CC1CC2)=O.[F:44][C:45]1[CH:50]=[CH:49][C:48]([CH2:51][C:52]([N:54]=[C:55]=[S:56])=[O:53])=[CH:47][CH:46]=1.C(#N)C.C(=O)([O-])O.[Na+]. The catalyst is C(O)C.C(OCC)(=O)C. The product is [F:28][C:4]1[CH:3]=[C:2]([NH:1][C:55]([NH:54][C:52](=[O:53])[CH2:51][C:48]2[CH:49]=[CH:50][C:45]([F:44])=[CH:46][CH:47]=2)=[S:56])[CH:27]=[CH:26][C:5]=1[O:6][C:7]1[N:12]=[CH:11][N:10]=[C:9]([NH:13][C:14]([N:16]2[CH2:21][CH2:20][CH:19]([N:22]3[CH2:25][CH2:24][CH2:23]3)[CH2:18][CH2:17]2)=[O:15])[CH:8]=1. The yield is 0.378.